Dataset: Forward reaction prediction with 1.9M reactions from USPTO patents (1976-2016). Task: Predict the product of the given reaction. (1) Given the reactants Br[C:2]1[CH:7]=[CH:6][C:5]([C:8]([F:11])([F:10])[F:9])=[CH:4][C:3]=1[C:12]1[N:16]([CH3:17])[N:15]=[CH:14][CH:13]=1.[B:18](OC(C)C)([O:23]C(C)C)[O:19]C(C)C.C([Li])CCC.[OH-].[Na+], predict the reaction product. The product is: [CH3:17][N:16]1[C:12]([C:3]2[CH:4]=[C:5]([C:8]([F:11])([F:10])[F:9])[CH:6]=[CH:7][C:2]=2[B:18]([OH:23])[OH:19])=[CH:13][CH:14]=[N:15]1. (2) Given the reactants C([O:4][CH2:5][C@@H:6]1[C@@H:11]([O:12]C(=O)C)[C@H:10]([O:16]C(=O)C)[C@H:9]([O:20]C(=O)C)[C@@H:8]([C:24]2[CH:29]=[CH:28][CH:27]=[C:26]([C:30]3[CH:35]=[CH:34][C:33]([C:36]4[CH:41]=[CH:40][CH:39]=[C:38]([C@@H:42]5[C@@H:47]([O:48]C(=O)C)[C@@H:46]([O:52]C(=O)C)[C@H:45]([O:56]C(=O)C)[C@@H:44]([CH2:60][O:61]C(=O)C)[O:43]5)[CH:37]=4)=[CH:32][CH:31]=3)[CH:25]=2)[O:7]1)(=O)C.CO.CO[Na], predict the reaction product. The product is: [OH:61][CH2:60][C@@H:44]1[C@@H:45]([OH:56])[C@H:46]([OH:52])[C@H:47]([OH:48])[C@@H:42]([C:38]2[CH:39]=[CH:40][CH:41]=[C:36]([C:33]3[CH:32]=[CH:31][C:30]([C:26]4[CH:27]=[CH:28][CH:29]=[C:24]([C@@H:8]5[C@@H:9]([OH:20])[C@@H:10]([OH:16])[C@H:11]([OH:12])[C@@H:6]([CH2:5][OH:4])[O:7]5)[CH:25]=4)=[CH:35][CH:34]=3)[CH:37]=2)[O:43]1.